Dataset: Reaction yield outcomes from USPTO patents with 853,638 reactions. Task: Predict the reaction yield, written as a fraction of the theoretical maximum amount of product (1.0 means a 100% yield; for example, 0.34 means a 34% yield). The reactants are [CH3:1][S:2]([C:5]1[N:10]=[CH:9][C:8]([NH:11][C:12]2[C:17]([C:18](=[O:20])[CH3:19])=[C:16]([O:21][CH:22]3[CH2:27][CH2:26][NH:25][CH2:24][CH2:23]3)[N:15]=[CH:14][N:13]=2)=[CH:7][CH:6]=1)(=[O:4])=[O:3].[CH2:28]([O:32][C:33](Cl)=[O:34])[CH:29]([CH3:31])[CH3:30].C(N(CC)CC)C. The catalyst is CN(C=O)C. The product is [CH2:28]([O:32][C:33]([N:25]1[CH2:26][CH2:27][CH:22]([O:21][C:16]2[C:17]([C:18](=[O:20])[CH3:19])=[C:12]([NH:11][C:8]3[CH:9]=[N:10][C:5]([S:2]([CH3:1])(=[O:3])=[O:4])=[CH:6][CH:7]=3)[N:13]=[CH:14][N:15]=2)[CH2:23][CH2:24]1)=[O:34])[CH:29]([CH3:31])[CH3:30]. The yield is 0.650.